This data is from Full USPTO retrosynthesis dataset with 1.9M reactions from patents (1976-2016). The task is: Predict the reactants needed to synthesize the given product. (1) Given the product [C:9]([OH:11])(=[O:10])[CH3:8].[CH3:1][CH:2]1[CH2:7][NH:6][CH:5]([CH2:8][C:9]([O:11][CH2:12][CH3:13])=[O:10])[CH2:4][CH2:3]1, predict the reactants needed to synthesize it. The reactants are: [CH3:1][C:2]1[CH:3]=[CH:4][C:5]([CH2:8][C:9]([O:11][CH2:12][CH3:13])=[O:10])=[N:6][CH:7]=1. (2) Given the product [Cl:1][C:2]1[N:10]=[C:9]2[C:5]([N:6]=[CH:7][N:8]2[C:12]2[CH2:16][CH2:15][CH2:14][CH:13]=2)=[C:4]([Cl:11])[N:3]=1, predict the reactants needed to synthesize it. The reactants are: [Cl:1][C:2]1[N:10]=[C:9]2[C:5]([NH:6][CH:7]=[N:8]2)=[C:4]([Cl:11])[N:3]=1.[C:12]1(O)[CH2:16][CH2:15][CH2:14][CH:13]=1.C1(O)CCCC1. (3) Given the product [CH3:1][O:2][C:3]([C@H:5]1[CH2:9][C@H:8]([O:10][CH3:11])[C@@H:7]([NH:12][C:19]([C:17]2[S:18][C:14]([Cl:13])=[CH:15][CH:16]=2)=[O:20])[CH2:6]1)=[O:4].[CH3:1][O:2][C:3]([C@@H:5]1[CH2:9][C@H:8]([O:10][CH3:11])[C@@H:7]([NH:12][C:19]([C:17]2[S:18][C:14]([Cl:13])=[CH:15][CH:16]=2)=[O:21])[CH2:6]1)=[O:4], predict the reactants needed to synthesize it. The reactants are: [CH3:1][O:2][C:3]([CH:5]1[CH2:9][C@H:8]([O:10][CH3:11])[C@@H:7]([NH2:12])[CH2:6]1)=[O:4].[Cl:13][C:14]1[S:18][C:17]([C:19]([OH:21])=[O:20])=[CH:16][CH:15]=1.